Dataset: Peptide-MHC class I binding affinity with 185,985 pairs from IEDB/IMGT. Task: Regression. Given a peptide amino acid sequence and an MHC pseudo amino acid sequence, predict their binding affinity value. This is MHC class I binding data. (1) The MHC is HLA-A30:02 with pseudo-sequence HLA-A30:02. The peptide sequence is SDDTWNDEY. The binding affinity (normalized) is 0.547. (2) The peptide sequence is GVCYYLLMHL. The MHC is HLA-A02:01 with pseudo-sequence HLA-A02:01. The binding affinity (normalized) is 0.555. (3) The peptide sequence is ASFKAGKLR. The MHC is HLA-B40:01 with pseudo-sequence HLA-B40:01. The binding affinity (normalized) is 0.0847.